Dataset: Full USPTO retrosynthesis dataset with 1.9M reactions from patents (1976-2016). Task: Predict the reactants needed to synthesize the given product. (1) Given the product [F:23][C:2]([F:1])([F:22])[C:3]1([CH2:9][N:11]2[CH2:12][CH2:13][CH:14]([CH2:17][OH:18])[CH2:15][CH2:16]2)[CH2:4][CH2:5][CH2:6][CH2:7][CH2:8]1, predict the reactants needed to synthesize it. The reactants are: [F:1][C:2]([F:23])([F:22])[C:3]1([C:9]([N:11]2[CH2:16][CH2:15][CH:14]([C:17](OCC)=[O:18])[CH2:13][CH2:12]2)=O)[CH2:8][CH2:7][CH2:6][CH2:5][CH2:4]1.[H-].[H-].[H-].[H-].[Li+].[Al+3]. (2) Given the product [CH2:6]([Cl:33])[Cl:1].[CH3:6][OH:7].[NH4+:10].[OH-:3].[CH3:23][C:22]1[C:17]([CH2:16][N:15]([CH2:14][CH:12]2[CH2:13][N:10]([CH2:9][C:8]([NH:2][OH:3])=[O:32])[CH2:11]2)[CH2:24][C:25]2[C:30]([CH3:31])=[CH:29][CH:28]=[CH:27][N:26]=2)=[N:18][CH:19]=[CH:20][CH:21]=1, predict the reactants needed to synthesize it. The reactants are: [ClH:1].[NH2:2][OH:3].[OH-].[K+].[CH3:6][O:7][C:8](=[O:32])[CH2:9][N:10]1[CH2:13][CH:12]([CH2:14][N:15]([CH2:24][C:25]2[C:30]([CH3:31])=[CH:29][CH:28]=[CH:27][N:26]=2)[CH2:16][C:17]2[C:22]([CH3:23])=[CH:21][CH:20]=[CH:19][N:18]=2)[CH2:11]1.[ClH:33]. (3) Given the product [F:17][CH:8]([F:18])[O:19][C:20]1[CH:21]=[CH:22][C:23]([C:26]([O:28][CH3:29])=[O:27])=[N:24][CH:25]=1, predict the reactants needed to synthesize it. The reactants are: C(=O)([O-])[O-].[Cs+].[Cs+].Cl[C:8]([F:18])([F:17])C(C1C=CC=CC=1)=O.[OH:19][C:20]1[CH:21]=[CH:22][C:23]([C:26]([O:28][CH3:29])=[O:27])=[N:24][CH:25]=1.[Cl-].[NH4+]. (4) The reactants are: [CH2:1]([CH:3]1[N:10](C(OCC2C=CC=CC=2)=O)[CH2:9][CH:8]2[N:5]([CH2:6][CH2:7]2)[C:4]1=[O:21])[CH3:2]. Given the product [CH2:1]([CH:3]1[NH:10][CH2:9][CH:8]2[N:5]([CH2:6][CH2:7]2)[C:4]1=[O:21])[CH3:2], predict the reactants needed to synthesize it.